Dataset: Full USPTO retrosynthesis dataset with 1.9M reactions from patents (1976-2016). Task: Predict the reactants needed to synthesize the given product. (1) Given the product [Cl:20][C:17]1[CH:18]=[CH:19][C:14]([C@@H:2]2[C@@H:26]3[C:25](=[O:21])[C@H:24]([CH:23]=[CH:22]3)[N:5]([O:6][CH2:7][C:8]3[CH:13]=[CH:12][CH:11]=[CH:10][CH:9]=3)[C:3]2=[O:4])=[CH:15][CH:16]=1, predict the reactants needed to synthesize it. The reactants are: Cl[CH:2]([C:14]1[CH:19]=[CH:18][C:17]([Cl:20])=[CH:16][CH:15]=1)[C:3]([NH:5][O:6][CH2:7][C:8]1[CH:13]=[CH:12][CH:11]=[CH:10][CH:9]=1)=[O:4].[O:21]1[CH:25]=[CH:24][CH:23]=[CH:22]1.[CH3:26]COC(C)=O. (2) Given the product [Cl:19][C:20]1[CH:27]=[CH:26][CH:25]=[CH:24][C:21]=1[CH2:22][N:4]1[CH2:5][CH2:6][N:1]([C:7]2[CH:16]=[CH:15][CH:14]=[C:13]3[C:8]=2[C:9]([NH2:18])=[N:10][C:11]([NH2:17])=[N:12]3)[CH2:2][CH2:3]1, predict the reactants needed to synthesize it. The reactants are: [N:1]1([C:7]2[CH:16]=[CH:15][CH:14]=[C:13]3[C:8]=2[C:9]([NH2:18])=[N:10][C:11]([NH2:17])=[N:12]3)[CH2:6][CH2:5][NH:4][CH2:3][CH2:2]1.[Cl:19][C:20]1[CH:27]=[CH:26][CH:25]=[CH:24][C:21]=1[CH2:22]Br. (3) Given the product [Si:11]([O:18][C@@H:19]1[CH2:20][CH2:21][C@H:22]([CH:25]([OH:39])[C:26]([O:28][CH2:29][C:30]2[CH:35]=[CH:34][CH:33]=[CH:32][CH:31]=2)=[O:27])[CH2:23][CH2:24]1)([C:14]([CH3:16])([CH3:17])[CH3:15])([CH3:13])[CH3:12], predict the reactants needed to synthesize it. The reactants are: C[Si]([N-][Si](C)(C)C)(C)C.[Na+].[Si:11]([O:18][C@@H:19]1[CH2:24][CH2:23][C@H:22]([CH2:25][C:26]([O:28][CH2:29][C:30]2[CH:35]=[CH:34][CH:33]=[CH:32][CH:31]=2)=[O:27])[CH2:21][CH2:20]1)([C:14]([CH3:17])([CH3:16])[CH3:15])([CH3:13])[CH3:12].C1C[O:39]CC1.